From a dataset of Catalyst prediction with 721,799 reactions and 888 catalyst types from USPTO. Predict which catalyst facilitates the given reaction. (1) Reactant: [CH3:1][O:2][C:3]1[CH:8]=[CH:7][C:6]([O:9][C:10]2[CH:15]=[CH:14][CH:13]=[CH:12][CH:11]=2)=[CH:5][C:4]=1[S:16]([OH:19])(=O)=[O:17].P(Cl)(Cl)(Cl)(Cl)[Cl:21]. Product: [CH3:1][O:2][C:3]1[CH:8]=[CH:7][C:6]([O:9][C:10]2[CH:15]=[CH:14][CH:13]=[CH:12][CH:11]=2)=[CH:5][C:4]=1[S:16]([Cl:21])(=[O:19])=[O:17]. The catalyst class is: 265. (2) The catalyst class is: 767. Reactant: [F:1][C:2]1[CH:3]=[C:4]2[C:8](=[CH:9][CH:10]=1)[NH:7][C:6](=[O:11])[C@@:5]12[CH2:13][C:12]1([CH3:15])[CH3:14].[CH3:16][O:17][C:18](=[O:32])[C:19]1[CH:24]=[C:23]([N:25]2[CH2:29][CH2:28][O:27][C:26]2=[O:30])[CH:22]=[C:21](Br)[CH:20]=1.C(=O)([O-])[O-].[K+].[K+].CNCCNC. Product: [CH3:16][O:17][C:18](=[O:32])[C:19]1[CH:24]=[C:23]([N:25]2[CH2:29][CH2:28][O:27][C:26]2=[O:30])[CH:22]=[C:21]([N:7]2[C:8]3[C:4](=[CH:3][C:2]([F:1])=[CH:10][CH:9]=3)[C@@:5]3([CH2:13][C:12]3([CH3:15])[CH3:14])[C:6]2=[O:11])[CH:20]=1. (3) Reactant: C[O:2][C:3]([C:5]1[CH:13]=[C:12]2[C:8]([C:9]([CH2:16][C:17]3[CH:22]=[CH:21][CH:20]=[CH:19][CH:18]=3)([CH3:15])[C:10](=[O:14])[NH:11]2)=[CH:7][CH:6]=1)=[O:4].[OH-].[Na+].C(O)C.O. Product: [CH2:16]([C:9]1([CH3:15])[C:8]2[C:12](=[CH:13][C:5]([C:3]([OH:4])=[O:2])=[CH:6][CH:7]=2)[NH:11][C:10]1=[O:14])[C:17]1[CH:22]=[CH:21][CH:20]=[CH:19][CH:18]=1. The catalyst class is: 7. (4) Reactant: [Cl:1][C:2]1[CH:3]=[C:4]([C:12]2[O:16][N:15]=[C:14]([C:17]3[CH:35]=[CH:34][C:20]4[CH2:21][CH2:22][N:23]([CH2:26][CH2:27][CH2:28][C:29]([O:31]CC)=[O:30])[CH2:24][CH2:25][C:19]=4[CH:18]=3)[N:13]=2)[CH:5]=[CH:6][C:7]=1[O:8][CH:9]([CH3:11])[CH3:10].[OH-].[Na+].C(O)(=O)C. Product: [Cl:1][C:2]1[CH:3]=[C:4]([C:12]2[O:16][N:15]=[C:14]([C:17]3[CH:35]=[CH:34][C:20]4[CH2:21][CH2:22][N:23]([CH2:26][CH2:27][CH2:28][C:29]([OH:31])=[O:30])[CH2:24][CH2:25][C:19]=4[CH:18]=3)[N:13]=2)[CH:5]=[CH:6][C:7]=1[O:8][CH:9]([CH3:10])[CH3:11]. The catalyst class is: 8.